From a dataset of Catalyst prediction with 721,799 reactions and 888 catalyst types from USPTO. Predict which catalyst facilitates the given reaction. (1) Reactant: [C:1]([C:3]1[CH:4]=[C:5]2[C:11]([C:12]([C:14]3[C:15]([F:28])=[C:16]([NH:21][S:22]([CH2:25][CH2:26][CH3:27])(=[O:24])=[O:23])[CH:17]=[CH:18][C:19]=3[F:20])=[O:13])=[CH:10][NH:9][C:6]2=[N:7][CH:8]=1)#[N:2].[N:29]([Si](C)(C)C)=[N+:30]=[N-:31].C([Sn](CCCC)=O)CCC. Product: [F:28][C:15]1[C:14]([C:12]([C:11]2[C:5]3[C:6](=[N:7][CH:8]=[C:3]([C:1]4[N:29]=[N:30][NH:31][N:2]=4)[CH:4]=3)[NH:9][CH:10]=2)=[O:13])=[C:19]([F:20])[CH:18]=[CH:17][C:16]=1[NH:21][S:22]([CH2:25][CH2:26][CH3:27])(=[O:23])=[O:24]. The catalyst class is: 11. (2) Reactant: [CH:1]1([C:7]2[CH:15]=[CH:14][C:10]([C:11](Cl)=[O:12])=[CH:9][CH:8]=2)[CH2:6][CH2:5][CH2:4][CH2:3][CH2:2]1.[Br:16][C:17]1[C:26]([O:27][CH:28]([C:36]([O:38][CH3:39])=[O:37])[CH2:29][C:30]2[CH:35]=[CH:34][CH:33]=[CH:32][CH:31]=2)=[CH:25][CH:24]=[C:23]2[C:18]=1[CH:19]=[CH:20][C:21]([CH2:40][NH3+:41])=[CH:22]2.[Cl-].C(N(CC)CC)C. Product: [CH3:39][O:38][C:36](=[O:37])[CH:28]([O:27][C:26]1[CH:25]=[CH:24][C:23]2[C:18](=[CH:19][CH:20]=[C:21]([CH2:40][NH:41][C:11](=[O:12])[C:10]3[CH:14]=[CH:15][C:7]([CH:1]4[CH2:6][CH2:5][CH2:4][CH2:3][CH2:2]4)=[CH:8][CH:9]=3)[CH:22]=2)[C:17]=1[Br:16])[CH2:29][C:30]1[CH:31]=[CH:32][CH:33]=[CH:34][CH:35]=1. The catalyst class is: 2. (3) Reactant: [CH:1]1([OH:9])[CH2:8][CH2:7][CH2:6][CH2:5][CH2:4][CH:3]=[CH:2]1.[CH2:10]([N:17]=[C:18]=[O:19])[C:11]1[CH:16]=[CH:15][CH:14]=[CH:13][CH:12]=1.C(N(CC)CC)C.[Al]. Product: [CH2:10]([NH:17][C:18](=[O:19])[O:9][CH:1]1[CH2:8][CH2:7][CH2:6][CH2:5][CH2:4][CH:3]=[CH:2]1)[C:11]1[CH:16]=[CH:15][CH:14]=[CH:13][CH:12]=1. The catalyst class is: 4. (4) Reactant: [Cl:1][C:2]1[C:3]([C:10]2[S:11][C:12]([C:15]3[N:16]=[C:17]4[CH:22]=[CH:21][C:20]([C:23]([F:26])([F:25])[F:24])=[CH:19][N:18]4[CH:27]=3)=[N:13][N:14]=2)=[CH:4][C:5]([F:9])=[C:6]([OH:8])[CH:7]=1.CC1C=CC(S(O[CH2:39][C:40]2([CH3:46])[CH2:44][O:43][C:42](=[O:45])[NH:41]2)(=O)=O)=CC=1.C([O-])([O-])=O.[K+].[K+]. Product: [Cl:1][C:2]1[C:3]([C:10]2[S:11][C:12]([C:15]3[N:16]=[C:17]4[CH:22]=[CH:21][C:20]([C:23]([F:24])([F:26])[F:25])=[CH:19][N:18]4[CH:27]=3)=[N:13][N:14]=2)=[CH:4][C:5]([F:9])=[C:6]([CH:7]=1)[O:8][CH2:39][C:40]1([CH3:46])[CH2:44][O:43][C:42](=[O:45])[NH:41]1. The catalyst class is: 3. (5) Product: [N+:21]([C:18]1[CH:19]=[CH:20][C:11]2[NH:10][C:25]([CH2:26][CH2:27][CH2:28][O:29][CH:30]3[CH2:35][CH2:34][CH2:33][CH2:32][O:31]3)=[CH:24][C:12]=2[C:13]=1[C:14]([O:16][CH3:17])=[O:15])([O-:23])=[O:22]. Reactant: CC(C)([O-])C.[K+].C([NH:10][C:11]1[C:12]([C:24]#[C:25][CH2:26][CH2:27][CH2:28][O:29][CH:30]2[CH2:35][CH2:34][CH2:33][CH2:32][O:31]2)=[C:13]([C:18]([N+:21]([O-:23])=[O:22])=[CH:19][CH:20]=1)[C:14]([O:16][CH3:17])=[O:15])(=O)C. The catalyst class is: 435. (6) Reactant: [C:1]([O:4][C@H:5]([CH3:31])[CH2:6][CH2:7][CH2:8][CH2:9][N:10]1[C:19](=[O:20])[C:18]2[N:17]([CH2:21][C:22]3[CH:27]=[CH:26][CH:25]=[CH:24][CH:23]=3)[C:16]([C:28]#[N:29])=[N:15][C:14]=2[N:13]([CH3:30])[C:11]1=[O:12])(=[O:3])[CH3:2].[H][H]. Product: [C:1]([O:4][C@H:5]([CH3:31])[CH2:6][CH2:7][CH2:8][CH2:9][N:10]1[C:19](=[O:20])[C:18]2[N:17]([CH2:21][C:22]3[CH:27]=[CH:26][CH:25]=[CH:24][CH:23]=3)[C:16]([CH2:28][NH2:29])=[N:15][C:14]=2[N:13]([CH3:30])[C:11]1=[O:12])(=[O:3])[CH3:2]. The catalyst class is: 331. (7) Reactant: [C:1]1([B:7]([CH:9]([O:16][CH:17]([B:24]([C:26]2[CH:31]=[CH:30][CH:29]=[CH:28][CH:27]=2)[OH:25])[C:18]2[CH:23]=[CH:22][CH:21]=[CH:20][CH:19]=2)[C:10]2[CH:15]=[CH:14][CH:13]=[CH:12][CH:11]=2)[OH:8])[CH:6]=[CH:5][CH:4]=[CH:3][CH:2]=1.[C:32]1([NH:38][CH2:39][CH2:40]O)[CH:37]=[CH:36][CH:35]=[CH:34][CH:33]=1. Product: [C:1]1([B:7]([CH:9]([O:16][CH:17]([B:24]([C:26]2[CH:27]=[CH:28][CH:29]=[CH:30][CH:31]=2)[O:25][CH2:40][CH2:39][NH:38][C:32]2[CH:37]=[CH:36][CH:35]=[CH:34][CH:33]=2)[C:18]2[CH:19]=[CH:20][CH:21]=[CH:22][CH:23]=2)[C:10]2[CH:15]=[CH:14][CH:13]=[CH:12][CH:11]=2)[O:8][CH2:40][CH2:39][NH:38][C:32]2[CH:37]=[CH:36][CH:35]=[CH:34][CH:33]=2)[CH:2]=[CH:3][CH:4]=[CH:5][CH:6]=1. The catalyst class is: 8. (8) Reactant: I[C:2]1[CH:7]=[CH:6][C:5]([CH:8]([CH3:10])[CH3:9])=[CH:4][CH:3]=1.[N:11]1[CH:16]=[CH:15][CH:14]=[CH:13][C:12]=1[O-:17].C([N+](CCCC)(CCCC)CCCC)CCC. Product: [CH:8]([C:5]1[CH:6]=[CH:7][C:2]([N:11]2[CH:16]=[CH:15][CH:14]=[CH:13][C:12]2=[O:17])=[CH:3][CH:4]=1)([CH3:10])[CH3:9]. The catalyst class is: 471.